From a dataset of Reaction yield outcomes from USPTO patents with 853,638 reactions. Predict the reaction yield, written as a fraction of the theoretical maximum amount of product (1.0 means a 100% yield; for example, 0.34 means a 34% yield). (1) The reactants are [OH-].[Na+].[Br:3][C:4]1[CH:5]=[C:6]([C:18]([O:20]C)=O)[C:7]2[CH:8]=[N:9][N:10]([CH:13]3[CH2:17][CH2:16][CH2:15][CH2:14]3)[C:11]=2[CH:12]=1.[NH2:22][CH2:23][C:24]1[C:25](=[O:32])[NH:26][C:27]([CH3:31])=[CH:28][C:29]=1[CH3:30].C1CN([P+](ON2N=NC3C=CC=CC2=3)(N2CCCC2)N2CCCC2)CC1.F[P-](F)(F)(F)(F)F. The catalyst is CCO.CS(C)=O. The product is [Br:3][C:4]1[CH:5]=[C:6]([C:18]([NH:22][CH2:23][C:24]2[C:25](=[O:32])[NH:26][C:27]([CH3:31])=[CH:28][C:29]=2[CH3:30])=[O:20])[C:7]2[CH:8]=[N:9][N:10]([CH:13]3[CH2:14][CH2:15][CH2:16][CH2:17]3)[C:11]=2[CH:12]=1. The yield is 0.565. (2) The reactants are [Br:1][C:2]1[CH:3]=[N:4][C:5]([CH3:8])=[N:6][CH:7]=1.C1C(=O)N([Br:16])C(=O)C1.C(OOC(=O)C1C=CC=CC=1)(=O)C1C=CC=CC=1. The catalyst is ClC(Cl)(Cl)Cl. The product is [Br:1][C:2]1[CH:3]=[N:4][C:5]([CH2:8][Br:16])=[N:6][CH:7]=1. The yield is 0.480. (3) The reactants are Br[C:2]1[CH:35]=[CH:34][C:5]([CH2:6][CH2:7][NH:8][C:9]([C:11]2[CH:33]=[CH:32][C:14]([O:15][C:16]3[CH:25]=[C:24]4[C:19]([CH:20]([C:26]([O:28][CH2:29][CH3:30])=[O:27])[CH2:21][CH2:22][O:23]4)=[CH:18][C:17]=3[Cl:31])=[CH:13][CH:12]=2)=[O:10])=[CH:4][CH:3]=1.P([O-])([O-])([O-])=O.[K+].[K+].[K+].C1(P([CH:57]2[CH2:62][CH2:61]CCC2)C2CCCCC2)CCCCC1.C1(B(O)O)CC1. The catalyst is C1(C)C=CC=CC=1.C([O-])(=O)C.[Pd+2].C([O-])(=O)C.O. The product is [Cl:31][C:17]1[CH:18]=[C:19]2[C:24](=[CH:25][C:16]=1[O:15][C:14]1[CH:32]=[CH:33][C:11]([C:9](=[O:10])[NH:8][CH2:7][CH2:6][C:5]3[CH:34]=[CH:35][C:2]([CH:61]4[CH2:62][CH2:57]4)=[CH:3][CH:4]=3)=[CH:12][CH:13]=1)[O:23][CH2:22][CH2:21][CH:20]2[C:26]([O:28][CH2:29][CH3:30])=[O:27]. The yield is 0.460. (4) The reactants are CO.C[O:4][C:5]([C:7]1[CH:16]=[CH:15][C:10]([C:11]([O:13][CH3:14])=[O:12])=[CH:9][N:8]=1)=O.[Cl-].[K+].[BH4-].[Na+]. The catalyst is O.C1COCC1. The product is [OH:4][CH2:5][C:7]1[CH:16]=[CH:15][C:10]([C:11]([O:13][CH3:14])=[O:12])=[CH:9][N:8]=1. The yield is 0.780. (5) The reactants are [CH2:1]([C:3]1[CH:4]=[C:5]([C:10](=[O:12])[CH3:11])[CH:6]=[CH:7][C:8]=1[OH:9])[CH3:2].[Si:13](Cl)([C:16]([CH3:19])([CH3:18])[CH3:17])([CH3:15])[CH3:14].N1C=CN=C1.O. The catalyst is CN(C=O)C. The product is [Si:13]([O:9][C:8]1[CH:7]=[CH:6][C:5]([C:10](=[O:12])[CH3:11])=[CH:4][C:3]=1[CH2:1][CH3:2])([C:16]([CH3:19])([CH3:18])[CH3:17])([CH3:15])[CH3:14]. The yield is 0.780. (6) The reactants are C([Li])CCC.[Br-].[OH:7][C:8]1[CH:33]=[CH:32][CH:31]=[CH:30][C:9]=1[CH2:10][P+](C1C=CC=CC=1)(C1C=CC=CC=1)C1C=CC=CC=1.[C:34]([C:36]1[CH:41]=[CH:40][C:39]([CH2:42][CH2:43][CH:44]([CH:54]=O)[CH2:45][CH2:46][CH2:47][CH2:48][C:49]([O:51][CH2:52][CH3:53])=[O:50])=[CH:38][CH:37]=1)#[N:35].O. The catalyst is CCCCCC.C1COCC1. The product is [C:34]([C:36]1[CH:41]=[CH:40][C:39]([CH2:42][CH2:43][CH:44](/[CH:54]=[CH:10]/[C:9]2[CH:30]=[CH:31][CH:32]=[CH:33][C:8]=2[OH:7])[CH2:45][CH2:46][CH2:47][CH2:48][C:49]([O:51][CH2:52][CH3:53])=[O:50])=[CH:38][CH:37]=1)#[N:35]. The yield is 0.630. (7) The reactants are [F:1][C:2]([F:9])([CH3:8])[C:3](=O)[CH2:4][C:5]#[N:6].Cl.[C:11]1([NH:17][NH2:18])[CH:16]=[CH:15][CH:14]=[CH:13][CH:12]=1. The catalyst is C(O)C. The product is [F:1][C:2]([C:3]1[CH:4]=[C:5]([NH2:6])[N:17]([C:11]2[CH:16]=[CH:15][CH:14]=[CH:13][CH:12]=2)[N:18]=1)([F:9])[CH3:8]. The yield is 0.310.